Dataset: Catalyst prediction with 721,799 reactions and 888 catalyst types from USPTO. Task: Predict which catalyst facilitates the given reaction. (1) Reactant: C(OC([N:8]1[CH2:13][CH2:12][N:11]([C:14]2[CH:19]=[CH:18][C:17]([C:20]3[S:21][C:22]([C:25]4[N:26]([C:34]5[CH:39]=[C:38]([Cl:40])[CH:37]=[CH:36][C:35]=5[Cl:41])[CH:27]=[C:28]([C:30]([F:33])([F:32])[F:31])[N:29]=4)=[CH:23][CH:24]=3)=[CH:16][N:15]=2)[CH2:10][CH2:9]1)=O)(C)(C)C.FC(CC(O)=O)(F)F. Product: [Cl:41][C:35]1[CH:36]=[CH:37][C:38]([Cl:40])=[CH:39][C:34]=1[N:26]1[CH:27]=[C:28]([C:30]([F:31])([F:33])[F:32])[N:29]=[C:25]1[C:22]1[S:21][C:20]([C:17]2[CH:18]=[CH:19][C:14]([N:11]3[CH2:10][CH2:9][NH:8][CH2:13][CH2:12]3)=[N:15][CH:16]=2)=[CH:24][CH:23]=1. The catalyst class is: 4. (2) Reactant: [C:1]([O:5][C:6]([C:8]1[NH:9][C:10]([I:17])=[C:11]([CH3:16])[C:12]=1[CH2:13][CH2:14][OH:15])=[O:7])([CH3:4])([CH3:3])[CH3:2].I(C1C=CC=CC=1C(O)=O)(=O)=O. Product: [C:1]([O:5][C:6]([C:8]1[NH:9][C:10]([I:17])=[C:11]([CH3:16])[C:12]=1[CH2:13][CH:14]=[O:15])=[O:7])([CH3:4])([CH3:3])[CH3:2]. The catalyst class is: 148.